This data is from Orexin1 receptor HTS with 218,158 compounds and 233 confirmed actives. The task is: Binary Classification. Given a drug SMILES string, predict its activity (active/inactive) in a high-throughput screening assay against a specified biological target. (1) The molecule is O=c1n(n(c(c1NC(=O)C(/NC(=O)c1ccccc1)=C\c1ccccc1)C)C)c1ccccc1. The result is 0 (inactive). (2) The compound is O=C(NCC(=O)Nc1cc(ccc1)CO)c1ccc(c2ccccc2)cc1. The result is 0 (inactive). (3) The compound is s1c2CCCc2cc1C(OCC(=O)N(c1c(n(Cc2ccccc2)c(=O)[nH]c1=O)N)CCOC)=O. The result is 0 (inactive). (4) The compound is n1(nnc(c1c1n(nnc1CNc1ccccc1)Cc1ccccc1)CNc1ccccc1)Cc1ccccc1. The result is 0 (inactive). (5) The compound is O(CCN(CC)CC)C(=O)c1ccc([N+]([O-])=O)cc1. The result is 0 (inactive). (6) The drug is O(C(=O)c1c(c(N2CCCCC2)nc(c1)C)C#N)CC. The result is 0 (inactive). (7) The drug is Clc1cc(C\2N(CCN3CCOCC3)C(=O)C(=O)C2=C(\O)c2cc3CC(Oc3cc2)C)ccc1. The result is 0 (inactive).